From a dataset of Full USPTO retrosynthesis dataset with 1.9M reactions from patents (1976-2016). Predict the reactants needed to synthesize the given product. (1) Given the product [Cl:29][C:4]1[CH:3]=[CH:2][CH:7]=[CH:6][C:5]=1[NH:8][C:9]([NH:11][C:12]1[CH:17]=[CH:16][CH:15]=[C:14]([C:18]2[CH:23]=[CH:22][CH:21]=[C:20]([N:24]3[CH2:25][CH2:26][CH2:27][CH2:28]3)[N:19]=2)[CH:13]=1)=[O:10], predict the reactants needed to synthesize it. The reactants are: Cl[C:2]1[CH:7]=[CH:6][C:5]([NH:8][C:9]([NH:11][C:12]2[CH:17]=[CH:16][CH:15]=[C:14]([C:18]3[CH:23]=[CH:22][CH:21]=[C:20]([N:24]4[CH2:28][CH2:27][CH2:26][CH2:25]4)[N:19]=3)[CH:13]=2)=[O:10])=[CH:4][CH:3]=1.[Cl:29]NC1C=CC=CC=1.CCN(C(C)C)C(C)C. (2) Given the product [NH2:20][C:19]1[C:3]2[C:4]([C:12]3[CH:17]=[CH:16][CH:15]=[C:14]([Cl:18])[CH:13]=3)=[N:5][C:6]([NH:8][CH:9]3[CH2:11][CH2:10]3)=[N:7][C:2]=2[S:21][C:22]=1[C:23]([NH2:25])=[O:24], predict the reactants needed to synthesize it. The reactants are: Cl[C:2]1[N:7]=[C:6]([NH:8][CH:9]2[CH2:11][CH2:10]2)[N:5]=[C:4]([C:12]2[CH:17]=[CH:16][CH:15]=[C:14]([Cl:18])[CH:13]=2)[C:3]=1[C:19]#[N:20].[SH:21][CH2:22][C:23]([NH2:25])=[O:24].C(=O)([O-])[O-].[Na+].[Na+].[O-]CC.[Na+]. (3) Given the product [NH2:24][C@H:18]([C:19]([OH:21])=[O:20])[CH2:17][CH2:16][S:5][CH3:4], predict the reactants needed to synthesize it. The reactants are: C1[S:5][C@H:4](CO)O[C@@H]1N1C(=O)N=C(N)C=C1.[C:16]1(=O)[O:21][C:19](=[O:20])[CH2:18][CH2:17]1.C[N:24](C=O)C. (4) Given the product [CH3:4][O:5][C:6]1[CH:7]=[C:8]2[C:12](=[CH:13][CH:14]=1)[N:11]([CH2:32][CH3:33])[CH:10]=[C:9]2[CH2:15][CH2:16][N:17]([CH2:18][C:19]1[CH:24]=[CH:23][CH:22]=[C:21]([O:25][C:26]2[CH:31]=[CH:30][CH:29]=[CH:28][CH:27]=2)[CH:20]=1)[CH2:1][CH3:2], predict the reactants needed to synthesize it. The reactants are: [CH:1](=O)[CH3:2].[CH3:4][O:5][C:6]1[CH:7]=[C:8]2[C:12](=[CH:13][CH:14]=1)[NH:11][CH:10]=[C:9]2[CH2:15][CH2:16][NH:17][CH2:18][C:19]1[CH:24]=[CH:23][CH:22]=[C:21]([O:25][C:26]2[CH:31]=[CH:30][CH:29]=[CH:28][CH:27]=2)[CH:20]=1.[C:32](O[BH-](OC(=O)C)OC(=O)C)(=O)[CH3:33].[Na+].O.C(#N)C. (5) Given the product [Cl:24][C:21]1[CH:22]=[CH:23][C:18]([C:9]2[NH:8][C:16]3[C:11]([CH:10]=2)=[C:12]([CH3:17])[CH:13]=[CH:14][CH:15]=3)=[CH:19][C:20]=1[S:25]([NH:26][CH:27]1[CH2:28][CH2:29][CH2:30][CH2:31][CH2:32]1)(=[O:34])=[O:33], predict the reactants needed to synthesize it. The reactants are: C(OC([N:8]1[C:16]2[C:11](=[C:12]([CH3:17])[CH:13]=[CH:14][CH:15]=2)[CH:10]=[C:9]1[C:18]1[CH:23]=[CH:22][C:21]([Cl:24])=[C:20]([S:25](=[O:34])(=[O:33])[NH:26][CH:27]2[CH2:32][CH2:31][CH2:30][CH2:29][CH2:28]2)[CH:19]=1)=O)(C)(C)C. (6) Given the product [F:33][C:32]([F:35])([F:34])[S:29]([O:19][C:13]1[CH:12]=[CH:11][C:10]2[C:15](=[CH:16][CH:17]=[CH:18][C:9]=2[C:6]2[CH:5]=[CH:4][C:3]([C:2]([F:20])([F:21])[F:1])=[CH:8][CH:7]=2)[CH:14]=1)(=[O:31])=[O:30], predict the reactants needed to synthesize it. The reactants are: [F:1][C:2]([F:21])([F:20])[C:3]1[CH:8]=[CH:7][C:6]([C:9]2[CH:18]=[CH:17][CH:16]=[C:15]3[C:10]=2[CH:11]=[CH:12][C:13]([OH:19])=[CH:14]3)=[CH:5][CH:4]=1.C(N(CC)CC)C.[S:29](O[S:29]([C:32]([F:35])([F:34])[F:33])(=[O:31])=[O:30])([C:32]([F:35])([F:34])[F:33])(=[O:31])=[O:30].